From a dataset of Full USPTO retrosynthesis dataset with 1.9M reactions from patents (1976-2016). Predict the reactants needed to synthesize the given product. (1) Given the product [Br:25][C:26]1[CH:27]=[C:28]([CH:42]=[C:43]([CH3:45])[CH:44]=1)[C:29]([C:31]1[N:36]([CH2:2][C:3]2[CH:8]=[CH:7][N:6]=[C:5]([NH:9][C:10](=[O:12])[CH3:11])[CH:4]=2)[C:35](=[O:37])[NH:34][C:33](=[O:38])[C:32]=1[CH:39]([CH3:40])[CH3:41])=[O:30], predict the reactants needed to synthesize it. The reactants are: O[CH2:2][C:3]1[CH:8]=[CH:7][N:6]=[C:5]([NH:9][C:10](=[O:12])[CH3:11])[CH:4]=1.C(N(CC)CC)C.CS(Cl)(=O)=O.[Br:25][C:26]1[CH:27]=[C:28]([CH:42]=[C:43]([CH3:45])[CH:44]=1)[C:29]([C:31]1[NH:36][C:35](=[O:37])[NH:34][C:33](=[O:38])[C:32]=1[CH:39]([CH3:41])[CH3:40])=[O:30].C(=O)([O-])[O-].[K+].[K+].[I-].[Li+]. (2) Given the product [C:6]([C:5]1[CH:8]=[CH:9][C:2](/[CH:35]=[CH:34]/[C:33]([OH:37])=[O:36])=[CH:3][C:4]=1[CH3:10])#[N:7], predict the reactants needed to synthesize it. The reactants are: Br[C:2]1[CH:9]=[CH:8][C:5]([C:6]#[N:7])=[C:4]([CH3:10])[CH:3]=1.C1(C)C=CC=CC=1P(C1C=CC=CC=1C)C1C=CC=CC=1C.[C:33]([OH:37])(=[O:36])[CH:34]=[CH2:35].C(N(CC)CC)C. (3) Given the product [Br:26][C:4]1[C:3]([O:2][CH3:1])=[CH:20][C:7]2[CH2:8][CH2:9][C:10]3[C:14]([C:6]=2[CH:5]=1)=[N:13][NH:12][C:11]=3[C:15]([O:17][CH2:18][CH3:19])=[O:16], predict the reactants needed to synthesize it. The reactants are: [CH3:1][O:2][C:3]1[CH:4]=[CH:5][C:6]2[C:14]3[C:10](=[C:11]([C:15]([O:17][CH2:18][CH3:19])=[O:16])[NH:12][N:13]=3)[CH2:9][CH2:8][C:7]=2[CH:20]=1.C([O-])(=O)C.[Na+].[Br:26]Br.